Dataset: Reaction yield outcomes from USPTO patents with 853,638 reactions. Task: Predict the reaction yield, written as a fraction of the theoretical maximum amount of product (1.0 means a 100% yield; for example, 0.34 means a 34% yield). (1) The reactants are [H-].[Na+].[CH2:3]1[O:11][C:10]2[CH:9]=[CH:8][C:7](O)=[CH:6][C:5]=2[O:4]1.[CH:13]1C=CN(S(C2C=CSC=2CBr)(=O)=O)C=1. The catalyst is CN(C=O)C.O. The product is [CH3:7][CH2:6][CH2:5][CH2:10][CH2:9][CH3:8].[CH3:10][CH2:5][O:4][C:3]([CH3:13])=[O:11]. The yield is 0.920. (2) The reactants are FC(F)(F)S(OS(C(F)(F)F)(=O)=O)(=O)=O.[Br:16][C:17]1[CH:18]=[C:19]([CH:24]=[C:25]([C:28](=[O:38])[CH2:29][C:30]([N:32]2[CH2:37][CH2:36][O:35][CH2:34][CH2:33]2)=[O:31])[C:26]=1O)[C:20]([O:22][CH3:23])=[O:21]. The catalyst is ClCCCl. The product is [Br:16][C:17]1[CH:18]=[C:19]([C:20]([O:22][CH3:23])=[O:21])[CH:24]=[C:25]2[C:26]=1[O:31][C:30]([N:32]1[CH2:37][CH2:36][O:35][CH2:34][CH2:33]1)=[CH:29][C:28]2=[O:38]. The yield is 0.500.